Dataset: Forward reaction prediction with 1.9M reactions from USPTO patents (1976-2016). Task: Predict the product of the given reaction. (1) Given the reactants [CH:1]1([C:4]([NH:6][C:7]2[N:8]=[C:9]3[CH:14]=[CH:13][C:12]([O:15][C:16]4[CH:17]=[C:18]([NH:22][C:23]([C:25]5[N:29]([CH3:30])[N:28]=[C:27]([CH3:31])[CH:26]=5)=[O:24])[CH:19]=[CH:20][CH:21]=4)=[CH:11][N:10]3[CH:32]=2)=[O:5])[CH2:3][CH2:2]1.C(OCC)(=O)C.[ClH:39], predict the reaction product. The product is: [ClH:39].[CH:1]1([C:4]([NH:6][C:7]2[N:8]=[C:9]3[CH:14]=[CH:13][C:12]([O:15][C:16]4[CH:17]=[C:18]([NH:22][C:23]([C:25]5[N:29]([CH3:30])[N:28]=[C:27]([CH3:31])[CH:26]=5)=[O:24])[CH:19]=[CH:20][CH:21]=4)=[CH:11][N:10]3[CH:32]=2)=[O:5])[CH2:3][CH2:2]1. (2) The product is: [CH2:1]([C:8]1[C:16]([C:17]2[CH:22]=[CH:21][N:20]=[C:19]([NH:23][CH:24]3[CH2:25][CH2:26][CH2:27][CH2:28]3)[N:18]=2)=[C:11]2[CH:12]=[CH:13][CH:14]=[C:15]([Cl:38])[N:10]2[N:9]=1)[C:2]1[CH:3]=[CH:4][CH:5]=[CH:6][CH:7]=1. Given the reactants [CH2:1]([C:8]1[C:16]([C:17]2[CH:22]=[CH:21][N:20]=[C:19]([NH:23][CH:24]3[CH2:28][CH2:27][CH2:26][CH2:25]3)[N:18]=2)=[C:11]2[CH:12]=[CH:13][CH:14]=[CH:15][N:10]2[N:9]=1)[C:2]1[CH:7]=[CH:6][CH:5]=[CH:4][CH:3]=1.C([N-]C(C)C)(C)C.[Li+].C(Cl)(Cl)(Cl)[Cl:38], predict the reaction product.